Dataset: Full USPTO retrosynthesis dataset with 1.9M reactions from patents (1976-2016). Task: Predict the reactants needed to synthesize the given product. (1) Given the product [O:39]1[CH2:40][CH2:41][N:36]([C:32]2[CH:31]=[C:30]([C:2]3[CH:3]=[C:4]4[N:9]([CH:10]=3)[N:8]=[CH:7][N:6]=[C:5]4[OH:11])[CH:35]=[CH:34][N:33]=2)[CH2:37][CH2:38]1, predict the reactants needed to synthesize it. The reactants are: Br[C:2]1[CH:3]=[C:4]2[N:9]([CH:10]=1)[N:8]=[CH:7][N:6]=[C:5]2[OH:11].BrC1C=C(C(OC)=O)NC=1.CC1(C)C(C)(C)OB([C:30]2[CH:35]=[CH:34][N:33]=[C:32]([N:36]3[CH2:41][CH2:40][O:39][CH2:38][CH2:37]3)[CH:31]=2)O1.C([O-])([O-])=O.[K+].[K+]. (2) Given the product [CH2:1]([O:8][N:9]1[C:15](=[O:16])[N:14]2[CH2:17][C@H:10]1[CH2:11][CH2:12][C@H:13]2[C:18]([O:20][CH3:21])=[O:19])[C:2]1[CH:7]=[CH:6][CH:5]=[CH:4][CH:3]=1, predict the reactants needed to synthesize it. The reactants are: [CH2:1]([O:8][N:9]1[C:15](=[O:16])[N:14]2[CH2:17][C@H:10]1[CH2:11][CH2:12][C@H:13]2[C:18]([OH:20])=[O:19])[C:2]1[CH:7]=[CH:6][CH:5]=[CH:4][CH:3]=1.[CH3:21][Si](C=[N+]=[N-])(C)C.CCCCCC. (3) Given the product [Cl:1][C:2]1[N:7]=[C:6]([NH:18][C:17]2[CH:19]=[CH:20][CH:21]=[C:15]([C:14]3[NH:13][N:12]=[N:11][N:10]=3)[CH:16]=2)[C:5]([F:9])=[CH:4][N:3]=1, predict the reactants needed to synthesize it. The reactants are: [Cl:1][C:2]1[N:7]=[C:6](Cl)[C:5]([F:9])=[CH:4][N:3]=1.[NH:10]1[C:14]([C:15]2[CH:16]=[C:17]([CH:19]=[CH:20][CH:21]=2)[NH2:18])=[N:13][N:12]=[N:11]1. (4) The reactants are: [BH4-].[Na+].[Cl:3][C:4]1[CH:5]=[C:6]2[C:11](=O)[O:10][C:8](=[O:9])[C:7]2=[CH:13][C:14]=1[Cl:15]. Given the product [Cl:3][C:4]1[CH:5]=[C:6]2[C:7](=[CH:13][C:14]=1[Cl:15])[C:8](=[O:9])[O:10][CH2:11]2, predict the reactants needed to synthesize it.